From a dataset of Reaction yield outcomes from USPTO patents with 853,638 reactions. Predict the reaction yield, written as a fraction of the theoretical maximum amount of product (1.0 means a 100% yield; for example, 0.34 means a 34% yield). (1) The reactants are [CH2:1]([S:3]([N:6]1[CH2:11][CH2:10][CH:9]([C:12]2[C:20]3[C:15](=[C:16]([C:29]([NH2:31])=[O:30])[CH:17]=[C:18]([C:21]4[CH:26]=[CH:25][C:24]([CH:27]=O)=[CH:23][CH:22]=4)[CH:19]=3)[NH:14][CH:13]=2)[CH2:8][CH2:7]1)(=[O:5])=[O:4])[CH3:2].[NH:32]1[CH2:37][CH2:36][O:35][CH2:34][CH2:33]1.[BH-](OC(C)=O)(OC(C)=O)OC(C)=O.[Na+]. No catalyst specified. The product is [CH2:1]([S:3]([N:6]1[CH2:7][CH2:8][CH:9]([C:12]2[C:20]3[C:15](=[C:16]([C:29]([NH2:31])=[O:30])[CH:17]=[C:18]([C:21]4[CH:22]=[CH:23][C:24]([CH2:27][N:32]5[CH2:37][CH2:36][O:35][CH2:34][CH2:33]5)=[CH:25][CH:26]=4)[CH:19]=3)[NH:14][CH:13]=2)[CH2:10][CH2:11]1)(=[O:5])=[O:4])[CH3:2]. The yield is 0.130. (2) The catalyst is C(Cl)Cl. The reactants are [NH2:1][C:2]1[C:3]2[C:10]([C:11]3[CH:16]=[CH:15][C:14]([C@H:17]([NH:22][C:23]4[C:28]([C:29](=[O:40])[NH:30][C@H:31]([C:33]5[CH:38]=[CH:37][C:36]([F:39])=[CH:35][CH:34]=5)[CH3:32])=[CH:27][C:26]([C:41]#[N:42])=[CH:25][N:24]=4)[CH2:18][C:19]([OH:21])=O)=[CH:13][CH:12]=3)=[CH:9][N:8](S(C3C=CC=CC=3)(=O)=O)[C:4]=2[N:5]=[CH:6][N:7]=1.C[N:53](C(ON1N=NC2C=CC=CC1=2)=[N+](C)C)C.F[P-](F)(F)(F)(F)F.[NH4+].[Cl-]. The product is [NH2:53][C:19](=[O:21])[CH2:18][C@@H:17]([NH:22][C:23]1[N:24]=[CH:25][C:26]([C:41]#[N:42])=[CH:27][C:28]=1[C:29]([NH:30][C@H:31]([C:33]1[CH:34]=[CH:35][C:36]([F:39])=[CH:37][CH:38]=1)[CH3:32])=[O:40])[C:14]1[CH:15]=[CH:16][C:11]([C:10]2[C:3]3[C:2]([NH2:1])=[N:7][CH:6]=[N:5][C:4]=3[NH:8][CH:9]=2)=[CH:12][CH:13]=1. The yield is 0.600. (3) The reactants are [CH3:1][O:2][C:3]1[CH:4]=[C:5]2[C:10](=[CH:11][C:12]=1[O:13][CH3:14])[N:9]=[CH:8][CH:7]=[C:6]2[O:15][C:16]1[CH:22]=[CH:21][C:19]([NH2:20])=[C:18]([CH3:23])[C:17]=1[CH3:24].Cl[C:26](Cl)([O:28][C:29](=[O:35])OC(Cl)(Cl)Cl)Cl.[CH2:37](O)[CH2:38][CH2:39][CH:40]=C.C(=O)(O)[O-].[Na+]. The catalyst is C(Cl)Cl.C(N(CC)CC)C.C1(C)C=CC=CC=1. The product is [CH3:1][O:2][C:3]1[CH:4]=[C:5]2[C:10](=[CH:11][C:12]=1[O:13][CH3:14])[N:9]=[CH:8][CH:7]=[C:6]2[O:15][C:16]1[CH:22]=[CH:21][C:19]([NH:20][C:29](=[O:35])[O:28][CH2:26][CH2:40][CH2:39][CH:38]=[CH2:37])=[C:18]([CH3:23])[C:17]=1[CH3:24]. The yield is 0.950. (4) The product is [CH3:1][C:2]1[CH:11]=[C:10]([CH3:12])[C:9]([C:13]2[NH:17][C:16]([CH2:18][CH:19]3[CH2:23][CH2:22][O:21][CH2:20]3)=[N:15][N:14]=2)=[CH:8][C:3]=1[C:4]([OH:6])=[O:5]. The yield is 0.870. The catalyst is CO.O. The reactants are [CH3:1][C:2]1[CH:11]=[C:10]([CH3:12])[C:9]([C:13]2[NH:17][C:16]([CH2:18][CH:19]3[CH2:23][CH2:22][O:21][CH2:20]3)=[N:15][N:14]=2)=[CH:8][C:3]=1[C:4]([O:6]C)=[O:5].[OH-].[Na+]. (5) The reactants are [Cl:1][C:2]1[C:3]([CH3:15])=[C:4](I)[C:5]([O:11][CH2:12][CH3:13])=[C:6]([C:8](=[O:10])[CH3:9])[CH:7]=1.[CH3:16][N:17]([CH3:35])[C:18]([C:20]1[CH:25]=[CH:24][C:23](B2OC(C)(C)C(C)(C)O2)=[CH:22][N:21]=1)=[O:19].C(=O)([O-])[O-].[K+].[K+]. The catalyst is O1CCOCC1.O.C1C=CC([P]([Pd]([P](C2C=CC=CC=2)(C2C=CC=CC=2)C2C=CC=CC=2)([P](C2C=CC=CC=2)(C2C=CC=CC=2)C2C=CC=CC=2)[P](C2C=CC=CC=2)(C2C=CC=CC=2)C2C=CC=CC=2)(C2C=CC=CC=2)C2C=CC=CC=2)=CC=1. The product is [C:8]([C:6]1[C:5]([O:11][CH2:12][CH3:13])=[C:4]([C:23]2[CH:24]=[CH:25][C:20]([C:18]([N:17]([CH3:35])[CH3:16])=[O:19])=[N:21][CH:22]=2)[C:3]([CH3:15])=[C:2]([Cl:1])[CH:7]=1)(=[O:10])[CH3:9]. The yield is 0.820. (6) The reactants are O=O.[CH3:3][O:4]/[C:5](=[CH:9]\[C:10]1[C:15]2[S:16][CH:17]=[CH:18][C:14]=2[C:13]([O:19][CH2:20][CH2:21][C:22]2[N:23]=[C:24]([C:28]3[CH:33]=[CH:32][CH:31]=[CH:30][CH:29]=3)[O:25][C:26]=2[CH3:27])=[CH:12][CH:11]=1)/[C:6]([OH:8])=[O:7].C1([C@@H](N)C)C=CC=CC=1.[H][H].Cl. The catalyst is C(OCC)(=O)C.O.O1CCCC1.CO. The product is [CH3:3][O:4][C@@H:5]([CH2:9][C:10]1[C:15]2[S:16][CH:17]=[CH:18][C:14]=2[C:13]([O:19][CH2:20][CH2:21][C:22]2[N:23]=[C:24]([C:28]3[CH:33]=[CH:32][CH:31]=[CH:30][CH:29]=3)[O:25][C:26]=2[CH3:27])=[CH:12][CH:11]=1)[C:6]([OH:8])=[O:7]. The yield is 0.790. (7) The reactants are [NH2:1][C:2]1[CH:7]=[CH:6][C:5]([C:8]2[CH:13]=[CH:12][C:11]([C:14]([C@@H:16]3[CH2:20][CH2:19][CH2:18][C@H:17]3[C:21]([O:23]C)=[O:22])=[O:15])=[CH:10][CH:9]=2)=[CH:4][CH:3]=1.Cl[C:26]1[S:27][C:28]2[CH:34]=[C:33]([C:35]([F:38])([F:37])[F:36])[CH:32]=[CH:31][C:29]=2[N:30]=1.Cl. The catalyst is C(O)CCC.O1CCOCC1.C(OCC)C. The product is [F:38][C:35]([F:36])([F:37])[C:33]1[CH:32]=[CH:31][C:29]2[N:30]=[C:26]([NH:1][C:2]3[CH:3]=[CH:4][C:5]([C:8]4[CH:13]=[CH:12][C:11]([C:14]([C@@H:16]5[CH2:20][CH2:19][CH2:18][C@H:17]5[C:21]([OH:23])=[O:22])=[O:15])=[CH:10][CH:9]=4)=[CH:6][CH:7]=3)[S:27][C:28]=2[CH:34]=1. The yield is 0.130.